From a dataset of In vitro SARS-CoV-2 activity screen of 1,480 approved drugs from Prestwick library. Binary Classification. Given a drug SMILES string, predict its activity (active/inactive) in a high-throughput screening assay against a specified biological target. (1) The drug is C[C@]12CC[C@@H]3c4ccc(OC(=O)N(CCCl)CCCl)cc4CC[C@H]3[C@@H]1CC[C@@H]2O. The result is 0 (inactive). (2) The compound is CN1CCC(=C2c3ccccc3CC(=O)c3sccc32)CC1.O=C(O)/C=C/C(=O)O. The result is 0 (inactive). (3) The drug is CCCCCCOc1ccccc1C(N)=O. The result is 0 (inactive).